This data is from Catalyst prediction with 721,799 reactions and 888 catalyst types from USPTO. The task is: Predict which catalyst facilitates the given reaction. (1) Reactant: [Cl:1][C:2]1[C:3]([F:10])=[C:4]([O:8][CH3:9])[CH:5]=[CH:6][CH:7]=1.C([Li])CCC.[CH3:16][O:17][N:18]([CH3:25])[C:19](N(OC)C)=[O:20].Cl. Product: [Cl:1][C:2]1[CH:7]=[CH:6][C:5]([C:19]([N:18]([O:17][CH3:16])[CH3:25])=[O:20])=[C:4]([O:8][CH3:9])[C:3]=1[F:10]. The catalyst class is: 134. (2) Reactant: [Cl:1][C:2]1[N:7]([CH3:8])[C:6](=[O:9])[CH:5]=[CH:4][CH:3]=1.[Br:10]N1C(=O)CCC1=O. Product: [Br:10][C:5]1[C:6](=[O:9])[N:7]([CH3:8])[C:2]([Cl:1])=[CH:3][CH:4]=1. The catalyst class is: 3. (3) Reactant: [CH2:1]([C:5]1[N:6]=[C:7]([C:22]2[CH:27]=[CH:26][C:25]([C:28]([F:31])([F:30])[F:29])=[CH:24][CH:23]=2)[S:8][C:9]=1[CH2:10][N:11]1[C:15]2=[N:16][CH:17]=[C:18]([O:20]C)[CH:19]=[C:14]2[CH:13]=[CH:12]1)[CH2:2][CH2:3][CH3:4].C(OCC)(=O)C. Product: [CH2:1]([C:5]1[N:6]=[C:7]([C:22]2[CH:27]=[CH:26][C:25]([C:28]([F:30])([F:29])[F:31])=[CH:24][CH:23]=2)[S:8][C:9]=1[CH2:10][N:11]1[C:15]2=[N:16][CH:17]=[C:18]([OH:20])[CH:19]=[C:14]2[CH:13]=[CH:12]1)[CH2:2][CH2:3][CH3:4]. The catalyst class is: 4.